This data is from Forward reaction prediction with 1.9M reactions from USPTO patents (1976-2016). The task is: Predict the product of the given reaction. Given the reactants [C:1]1([NH:7][CH2:8][C:9]2[CH:14]=[CH:13][C:12]([CH2:15][C:16](Cl)=[N:17][OH:18])=[CH:11][CH:10]=2)[CH:6]=[CH:5][CH:4]=[CH:3][CH:2]=1.[C:20]([C:22]1[C:23]([NH2:29])=[N:24][C:25]([NH2:28])=[CH:26][CH:27]=1)#[CH:21].C(N(CC)CC)C, predict the reaction product. The product is: [C:1]1([NH:7][CH2:8][C:9]2[CH:14]=[CH:13][C:12]([CH2:15][C:16]3[CH:21]=[C:20]([C:22]4[C:23]([NH2:29])=[N:24][C:25]([NH2:28])=[CH:26][CH:27]=4)[O:18][N:17]=3)=[CH:11][CH:10]=2)[CH:6]=[CH:5][CH:4]=[CH:3][CH:2]=1.